This data is from Full USPTO retrosynthesis dataset with 1.9M reactions from patents (1976-2016). The task is: Predict the reactants needed to synthesize the given product. The reactants are: Cl[C:2]1[N:7]=[C:6]([NH:8][C:9]2[CH:14]=[CH:13][C:12]3[O:15][CH2:16][CH2:17][O:18][C:11]=3[CH:10]=2)[C:5]([F:19])=[CH:4][N:3]=1.[O:20]1[C:24]([C:25]2[CH:26]=[C:27]([CH:29]=[CH:30][CH:31]=2)[NH2:28])=[CH:23][N:22]=[CH:21]1. Given the product [CH2:17]1[CH2:16][O:15][C:12]2[CH:13]=[CH:14][C:9]([NH:8][C:6]3[C:5]([F:19])=[CH:4][N:3]=[C:2]([NH:28][C:27]4[CH:29]=[CH:30][CH:31]=[C:25]([C:24]5[O:20][CH:21]=[N:22][CH:23]=5)[CH:26]=4)[N:7]=3)=[CH:10][C:11]=2[O:18]1, predict the reactants needed to synthesize it.